From a dataset of Forward reaction prediction with 1.9M reactions from USPTO patents (1976-2016). Predict the product of the given reaction. (1) Given the reactants O=P(Cl)(Cl)[Cl:3].CN(C)C1C=CC=CC=1.[CH2:15]([O:17][C:18]1[CH:26]=[CH:25][C:21]([C:22]([NH2:24])=O)=[CH:20][C:19]=1[NH:27][C:28]1[S:29][CH:30]=[C:31](O)[N:32]=1)[CH3:16].O, predict the reaction product. The product is: [Cl:3][C:31]1[N:32]=[C:28]([NH:27][C:19]2[CH:20]=[C:21]([CH:25]=[CH:26][C:18]=2[O:17][CH2:15][CH3:16])[C:22]#[N:24])[S:29][CH:30]=1. (2) Given the reactants BrC(CBr)C(OC)=O.C(N(CC)CC)C.[C:16]1([C@@H:22]([N@:24]2[CH2:26][CH:25]2[C:27]([O:29][CH3:30])=[O:28])[CH3:23])[CH:21]=[CH:20][CH:19]=[CH:18][CH:17]=1, predict the reaction product. The product is: [NH:24]1[CH2:26][CH:25]1[C:27]([O-:29])=[O:28].[C:16]1([C@@H:22]([N@:24]2[CH2:26][CH:25]2[C:27]([O:29][CH3:30])=[O:28])[CH3:23])[CH:17]=[CH:18][CH:19]=[CH:20][CH:21]=1. (3) Given the reactants C(OC(=O)[NH:7][CH2:8][CH2:9][CH2:10][NH:11][CH2:12][C:13]1[N:18]([CH2:19][C:20]2[CH:25]=[CH:24][CH:23]=[CH:22][CH:21]=2)[C:17](=[O:26])[C:16]2=[C:27]([Cl:30])[CH:28]=[CH:29][N:15]2[N:14]=1)(C)(C)C.CCN(CC)CC.[Cl:39][C:40]1[CH:48]=[CH:47][C:43]([C:44](Cl)=[O:45])=[CH:42][CH:41]=1.Cl, predict the reaction product. The product is: [ClH:30].[NH2:7][CH2:8][CH2:9][CH2:10][N:11]([CH2:12][C:13]1[N:18]([CH2:19][C:20]2[CH:25]=[CH:24][CH:23]=[CH:22][CH:21]=2)[C:17](=[O:26])[C:16]2=[C:27]([Cl:30])[CH:28]=[CH:29][N:15]2[N:14]=1)[C:44](=[O:45])[C:43]1[CH:47]=[CH:48][C:40]([Cl:39])=[CH:41][CH:42]=1. (4) Given the reactants NC1C=CNN=1.O/[CH:8]=[C:9]1\[C:10](=[O:18])[NH:11][C:12]2[C:17]\1=[CH:16][CH:15]=[CH:14][CH:13]=2.[F:19][C:20]1[CH:28]=[CH:27][CH:26]=[C:25]2[C:21]=1[C:22]([NH2:29])=[N:23][NH:24]2, predict the reaction product. The product is: [F:19][C:20]1[CH:28]=[CH:27][CH:26]=[C:25]2[C:21]=1[C:22]([NH:29][CH:8]=[C:9]1[C:17]3[C:12](=[CH:13][CH:14]=[CH:15][CH:16]=3)[NH:11][C:10]1=[O:18])=[N:23][NH:24]2. (5) The product is: [N:8]1[CH:13]=[CH:12][C:11]([CH:1]=[CH:2][C:3]([OH:5])=[O:4])=[CH:10][CH:9]=1. Given the reactants [C:1](O)(=O)[CH2:2][C:3]([OH:5])=[O:4].[N:8]1[CH:13]=[CH:12][CH:11]=[CH:10][CH:9]=1.N1C=CC(C=O)=CC=1, predict the reaction product.